From a dataset of Full USPTO retrosynthesis dataset with 1.9M reactions from patents (1976-2016). Predict the reactants needed to synthesize the given product. Given the product [S:9]([C:12]1[CH:13]=[CH:14][C:15]([CH2:16][NH:17][C:18](=[O:20])[CH3:19])=[CH:21][CH:22]=1)(=[O:10])(=[O:11])[NH2:8], predict the reactants needed to synthesize it. The reactants are: COC1C=CC(C[NH:8][S:9]([C:12]2[CH:22]=[CH:21][C:15]([CH2:16][NH:17][C:18](=[O:20])[CH3:19])=[CH:14][CH:13]=2)(=[O:11])=[O:10])=CC=1.